This data is from Forward reaction prediction with 1.9M reactions from USPTO patents (1976-2016). The task is: Predict the product of the given reaction. (1) Given the reactants C(O[C:6](=O)[NH:7][C:8]1[CH:13]=[C:12]([F:14])[C:11]([F:15])=[CH:10][C:9]=1[NH2:16])(C)(C)C.[CH:18]1(C=O)[CH2:23][CH2:22][CH2:21][CH2:20][CH2:19]1.[Cl:26][C:27]1[CH:37]=[CH:36][CH:35]=[CH:34][C:28]=1[O:29][CH2:30][C:31](O)=O.[CH:38]1([N+:44]#[C-:45])[CH2:43][CH2:42][CH2:41][CH2:40][CH2:39]1.Cl.C[OH:48], predict the reaction product. The product is: [Cl:26][C:27]1[CH:37]=[CH:36][CH:35]=[CH:34][C:28]=1[O:29][CH2:30][C:31]1[N:7]([CH:6]([CH:18]2[CH2:19][CH2:20][CH2:21][CH2:22][CH2:23]2)[C:45]([NH:44][CH:38]2[CH2:43][CH2:42][CH2:41][CH2:40][CH2:39]2)=[O:48])[C:8]2[CH:13]=[C:12]([F:14])[C:11]([F:15])=[CH:10][C:9]=2[N:16]=1. (2) Given the reactants CN(C)C1[CH:4]=[C:5]([CH2:9][OH:10])[CH:6]=[CH:7][CH:8]=1.[NH:12]1[CH:16]=[CH:15][CH:14]=[N:13]1.CC1(C)C(C)(C)OB(C2C=NNC=2)O1, predict the reaction product. The product is: [O:10]1[CH2:8][CH2:7][CH2:6][CH:5]([CH2:4][N:12]2[CH:16]=[CH:15][CH:14]=[N:13]2)[CH2:9]1. (3) Given the reactants [C:1]1([CH:7]=[CH:8][C:9]2[NH:10][CH2:11][CH2:12][N:13]=2)[CH:6]=[CH:5][CH:4]=[CH:3][CH:2]=1.[S:14](Br)(Br)=O, predict the reaction product. The product is: [S:14]1[C:8]([C:9]2[NH:13][CH2:12][CH2:11][N:10]=2)=[CH:7][C:1]2[CH:2]=[CH:3][CH:4]=[CH:5][C:6]1=2. (4) Given the reactants [CH:1]1([CH2:4][O:5][C:6]2[CH:31]=[CH:30][C:9]([CH2:10][N:11]3[CH2:20][CH2:19][C:18]4[C:13](=[CH:14][CH:15]=[C:16](OS(C(F)(F)F)(=O)=O)[CH:17]=4)[C:12]3=[O:29])=[CH:8][CH:7]=2)[CH2:3][CH2:2]1.C1(P(C2C=CC=CC=2)CCCP(C2C=CC=CC=2)C2C=CC=CC=2)C=CC=CC=1.[CH:61]([O:63]CCCC)=[CH2:62].Cl.C(=O)(O)[O-].[Na+], predict the reaction product. The product is: [C:61]([C:16]1[CH:17]=[C:18]2[C:13](=[CH:14][CH:15]=1)[C:12](=[O:29])[N:11]([CH2:10][C:9]1[CH:8]=[CH:7][C:6]([O:5][CH2:4][CH:1]3[CH2:2][CH2:3]3)=[CH:31][CH:30]=1)[CH2:20][CH2:19]2)(=[O:63])[CH3:62]. (5) Given the reactants [CH3:1][C:2]1[CH:7]=[CH:6][C:5]([S:8](Cl)(=[O:10])=[O:9])=[CH:4][CH:3]=1.[C:12]1([CH2:18][OH:19])([CH2:16][OH:17])[CH2:15][CH2:14][CH2:13]1, predict the reaction product. The product is: [CH3:1][C:2]1[CH:7]=[CH:6][C:5]([S:8]([O:17][CH2:16][C:12]2([CH2:18][O:19][S:8]([C:5]3[CH:6]=[CH:7][C:2]([CH3:1])=[CH:3][CH:4]=3)(=[O:10])=[O:9])[CH2:15][CH2:14][CH2:13]2)(=[O:10])=[O:9])=[CH:4][CH:3]=1. (6) The product is: [F:25][C:2]([F:24])([F:1])[C:3]([C:9]1[CH:10]=[CH:11][C:12]([C:27]2[CH:28]=[CH:29][C:30]([O:31][CH:32]3[CH2:33][CH2:34][N:35]([C:38]([O:40][C:41]([CH3:44])([CH3:43])[CH3:42])=[O:39])[CH2:36][CH2:37]3)=[CH:45][CH:46]=2)=[CH:13][CH:14]=1)([OH:8])[C:4]([F:7])([F:6])[F:5]. Given the reactants [F:1][C:2]([F:25])([F:24])[C:3]([C:9]1[CH:14]=[CH:13][C:12](B2OC(C)(C)C(C)(C)O2)=[CH:11][CH:10]=1)([OH:8])[C:4]([F:7])([F:6])[F:5].Br[C:27]1[CH:46]=[CH:45][C:30]([O:31][CH:32]2[CH2:37][CH2:36][N:35]([C:38]([O:40][C:41]([CH3:44])([CH3:43])[CH3:42])=[O:39])[CH2:34][CH2:33]2)=[CH:29][CH:28]=1.P([O-])([O-])([O-])=O.[K+].[K+].[K+].C1(P(C2CCCCC2)C2C=CC=CC=2C2C=CC=CC=2)CCCCC1, predict the reaction product. (7) The product is: [CH3:9][C:10]([CH3:15])([CH3:14])[C:11]([NH:8][C:4]1[CH:3]=[C:2]([CH3:1])[CH:7]=[CH:6][N:5]=1)=[O:12]. Given the reactants [CH3:1][C:2]1[CH:7]=[CH:6][N:5]=[C:4]([NH2:8])[CH:3]=1.[CH3:9][C:10]([CH3:15])([CH3:14])[C:11](Cl)=[O:12].O.C([O-])(O)=O.[Na+], predict the reaction product. (8) Given the reactants [CH3:1][C:2]1[C:10]2[N:9]=[C:8]([CH2:11][CH2:12][CH3:13])[N:7]([CH2:14][C:15]3[CH:20]=[CH:19][C:18]([C:21]4[C:22]([C:27]([OH:29])=[O:28])=[CH:23][CH:24]=[CH:25][CH:26]=4)=[CH:17][CH:16]=3)[C:6]=2[CH:5]=[C:4]([C:30]2[N:34]([CH3:35])[C:33]3[CH:36]=[CH:37][CH:38]=[CH:39][C:32]=3[N:31]=2)[CH:3]=1.[ClH:40], predict the reaction product. The product is: [ClH:40].[CH3:1][C:2]1[C:10]2[N:9]=[C:8]([CH2:11][CH2:12][CH3:13])[N:7]([CH2:14][C:15]3[CH:16]=[CH:17][C:18]([C:21]4[C:22]([C:27]([OH:29])=[O:28])=[CH:23][CH:24]=[CH:25][CH:26]=4)=[CH:19][CH:20]=3)[C:6]=2[CH:5]=[C:4]([C:30]2[N:34]([CH3:35])[C:33]3[CH:36]=[CH:37][CH:38]=[CH:39][C:32]=3[N:31]=2)[CH:3]=1. (9) The product is: [C:59]([C:58]1[CH:61]=[CH:62][C:63]([N:64]2[CH2:69][CH2:68][N:67]([C:11]([C:10]3[CH:14]=[C:15]([S:18]([NH2:19])(=[O:21])=[O:20])[CH:16]=[CH:17][C:9]=3[O:8][CH2:7][C:6]3[CH:5]=[CH:4][C:3]([O:2][CH3:1])=[CH:23][CH:22]=3)=[O:13])[CH2:66][CH2:65]2)=[CH:56][C:57]=1[F:42])#[N:60]. Given the reactants [CH3:1][O:2][C:3]1[CH:23]=[CH:22][C:6]([CH2:7][O:8][C:9]2[CH:17]=[CH:16][C:15]([S:18](=[O:21])(=[O:20])[NH2:19])=[CH:14][C:10]=2[C:11]([OH:13])=O)=[CH:5][CH:4]=1.CN(C(ON1N=NC2C=CC=CC1=2)=[N+](C)C)C.[B-](F)(F)(F)[F:42].C(N(C(C)C)C(C)C)C.F[C:56]1[CH:57]=[C:58]([CH:61]=[CH:62][C:63]=1[N:64]1[CH2:69][CH2:68][NH:67][CH2:66][CH2:65]1)[C:59]#[N:60], predict the reaction product. (10) Given the reactants [C:1]1([C:7]2[O:11][N:10]=[C:9]([NH2:12])[CH:8]=2)[CH:6]=[CH:5][CH:4]=[CH:3][CH:2]=1.[C:13](=[O:16])([O-])[O-:14].[K+].[K+], predict the reaction product. The product is: [C:1]1([C:7]2[O:11][N:10]=[C:9]([NH:12][C:13](=[O:16])[O:14][C:1]3[CH:6]=[CH:5][CH:4]=[CH:3][CH:2]=3)[CH:8]=2)[CH:2]=[CH:3][CH:4]=[CH:5][CH:6]=1.